This data is from Forward reaction prediction with 1.9M reactions from USPTO patents (1976-2016). The task is: Predict the product of the given reaction. (1) Given the reactants [O-:1][Mn](=O)(=O)=O.[K+].[Br:7][C:8]1[CH:13]=[CH:12][C:11]([CH3:14])=[CH:10][CH:9]=1.[OH2:15], predict the reaction product. The product is: [Br:7][C:8]1[CH:13]=[CH:12][C:11]([C:14]([OH:1])=[O:15])=[CH:10][CH:9]=1. (2) Given the reactants [Cl:1][C:2]1[CH:7]=[CH:6][C:5]([OH:8])=[C:4]([O:9][CH3:10])[CH:3]=1.C(=O)([O-])[O-].[K+].[K+].[F:17][C:18]1[CH:27]=[C:26](F)[C:25]([F:29])=[CH:24][C:19]=1[C:20]([O:22][CH3:23])=[O:21], predict the reaction product. The product is: [Cl:1][C:2]1[CH:7]=[CH:6][C:5]([O:8][C:26]2[C:25]([F:29])=[CH:24][C:19]([C:20]([O:22][CH3:23])=[O:21])=[C:18]([F:17])[CH:27]=2)=[C:4]([O:9][CH3:10])[CH:3]=1. (3) Given the reactants [CH3:1][O:2][C:3]1[CH:4]=[C:5]([C:11]([C@@H:13]2[C@:22]3([CH3:23])[C@H:17]([C:18]([CH3:25])([CH3:24])[CH2:19][CH2:20][CH2:21]3)[CH2:16][C@@H:15]([NH2:26])[C@H:14]2[CH3:27])=[O:12])[CH:6]=[C:7]([O:9][CH3:10])[CH:8]=1.F[B-](F)(F)F.N1(OC(N(C)C)=[N+](C)C)C2C=CC=CC=2N=N1.[C:50](O)(=[O:57])[C:51]1[CH:56]=[CH:55][CH:54]=[N:53][CH:52]=1.C(N(CC)C(C)C)(C)C, predict the reaction product. The product is: [CH3:10][O:9][C:7]1[CH:6]=[C:5]([C:11]([C@@H:13]2[C@:22]3([CH3:23])[C@H:17]([C:18]([CH3:25])([CH3:24])[CH2:19][CH2:20][CH2:21]3)[CH2:16][C@@H:15]([NH:26][C:50]([C:51]3[CH:52]=[N:53][CH:54]=[CH:55][CH:56]=3)=[O:57])[C@H:14]2[CH3:27])=[O:12])[CH:4]=[C:3]([O:2][CH3:1])[CH:8]=1.